From a dataset of Catalyst prediction with 721,799 reactions and 888 catalyst types from USPTO. Predict which catalyst facilitates the given reaction. (1) Reactant: [OH:1][C:2]1[CH:3]=[C:4]([CH:18]=[CH:19][CH:20]=1)[C:5](=[O:17])[CH:6]=[CH:7][C:8]1[CH:13]=[CH:12][C:11]2[O:14][CH2:15][O:16][C:10]=2[CH:9]=1.Br[CH:22]([CH3:26])[CH:23](Br)[CH3:24].C(=O)([O-])[O-].[K+].[K+].[K+].[Br-:34]. Product: [Br:34][CH2:24][CH2:23][CH2:22][CH2:26][O:1][C:2]1[CH:3]=[C:4]([CH:18]=[CH:19][CH:20]=1)[C:5](=[O:17])[CH:6]=[CH:7][C:8]1[CH:13]=[CH:12][C:11]2[O:14][CH2:15][O:16][C:10]=2[CH:9]=1. The catalyst class is: 21. (2) The catalyst class is: 108. Product: [Cl:1][C:2]1[CH:3]=[C:4]([C:16]2[N:17]=[CH:18][C:19]([C:22]3[C:23]([CH2:36][CH3:37])=[C:24]([CH2:28][CH2:29][CH2:30][C:31]([O:33][CH2:34][CH3:35])=[O:32])[CH:25]=[CH:26][CH:27]=3)=[CH:20][N:21]=2)[CH:5]=[CH:6][C:7]=1[O:8][CH:9]([CH3:11])[CH3:10]. Reactant: [Cl:1][C:2]1[CH:3]=[C:4](B(O)O)[CH:5]=[CH:6][C:7]=1[O:8][CH:9]([CH3:11])[CH3:10].Cl[C:16]1[N:21]=[CH:20][C:19]([C:22]2[C:23]([CH2:36][CH3:37])=[C:24]([CH2:28][CH2:29][CH2:30][C:31]([O:33][CH2:34][CH3:35])=[O:32])[CH:25]=[CH:26][CH:27]=2)=[CH:18][N:17]=1.C(=O)([O-])[O-].[Cs+].[Cs+]. (3) Reactant: [NH2:1][C:2]1[N:7]=[CH:6][C:5]([C:8]2[CH:9]=[C:10]([NH2:19])[C:11]([NH:14][C:15]([CH3:18])([CH3:17])[CH3:16])=[CH:12][CH:13]=2)=[CH:4][N:3]=1.[N:20]1([C:25]2[CH:32]=[CH:31][C:30]([CH:33]=[CH2:34])=[CH:29][C:26]=2[CH:27]=O)[CH:24]=[N:23][CH:22]=[N:21]1.N1CCC[C@H]1C(O)=O. Product: [C:15]([N:14]1[C:11]2[CH:12]=[CH:13][C:8]([C:5]3[CH:4]=[N:3][C:2]([NH2:1])=[N:7][CH:6]=3)=[CH:9][C:10]=2[N:19]=[C:27]1[C:26]1[CH:29]=[C:30]([CH:33]=[CH2:34])[CH:31]=[CH:32][C:25]=1[N:20]1[CH:24]=[N:23][CH:22]=[N:21]1)([CH3:16])([CH3:18])[CH3:17]. The catalyst class is: 5. (4) Reactant: [CH3:1][N:2]([CH3:7])[CH2:3][CH2:4][CH2:5][OH:6].[H-].[Na+].[F:10][C:11]1[CH:16]=[C:15]([F:17])[CH:14]=[CH:13][C:12]=1/[CH:18]=[CH:19]/[C:20]1[CH:25]=[CH:24][C:23]([S:26]([C:29]2[CH:34]=[CH:33][CH:32]=[CH:31][C:30]=2F)(=[O:28])=[O:27])=[CH:22][N:21]=1. Product: [F:10][C:11]1[CH:16]=[C:15]([F:17])[CH:14]=[CH:13][C:12]=1/[CH:18]=[CH:19]/[C:20]1[CH:25]=[CH:24][C:23]([S:26]([C:29]2[CH:34]=[CH:33][CH:32]=[CH:31][C:30]=2[O:6][CH2:5][CH2:4][CH2:3][N:2]([CH3:7])[CH3:1])(=[O:28])=[O:27])=[CH:22][N:21]=1. The catalyst class is: 42. (5) Reactant: CN(C(ON1N=NC2C=CC=NC1=2)=[N+](C)C)C.F[P-](F)(F)(F)(F)F.[CH:25]([C:28]1[N:29]=[C:30]([C:33]([OH:35])=O)[S:31][CH:32]=1)([CH3:27])[CH3:26].[O:36]1[C:41]2([CH2:46][CH2:45][N:44]([C:47]([O:49][C:50]([CH3:53])([CH3:52])[CH3:51])=[O:48])[CH2:43][CH2:42]2)[CH2:40][NH:39][CH2:38][CH2:37]1.C(N(CC)CC)C. The catalyst class is: 3. Product: [CH:25]([C:28]1[N:29]=[C:30]([C:33]([N:39]2[CH2:40][C:41]3([CH2:46][CH2:45][N:44]([C:47]([O:49][C:50]([CH3:53])([CH3:52])[CH3:51])=[O:48])[CH2:43][CH2:42]3)[O:36][CH2:37][CH2:38]2)=[O:35])[S:31][CH:32]=1)([CH3:26])[CH3:27]. (6) The catalyst class is: 7. Reactant: Br[C:2]1[CH:13]=[CH:12][C:5]([CH2:6][N:7]2[CH2:11][CH2:10][CH2:9][CH2:8]2)=[CH:4][CH:3]=1.CC(O)C.C(=O)=O.C([Li])CCC.[CH2:26]([O:33][CH2:34][CH:35]1[CH2:38][C:37](=[O:39])[CH2:36]1)[C:27]1[CH:32]=[CH:31][CH:30]=[CH:29][CH:28]=1. Product: [CH2:26]([O:33][CH2:34][CH:35]1[CH2:38][C:37]([C:2]2[CH:13]=[CH:12][C:5]([CH2:6][N:7]3[CH2:11][CH2:10][CH2:9][CH2:8]3)=[CH:4][CH:3]=2)([OH:39])[CH2:36]1)[C:27]1[CH:32]=[CH:31][CH:30]=[CH:29][CH:28]=1. (7) Reactant: N#N.[NH:3]1[C:7]2[CH:8]=[CH:9][CH:10]=[CH:11][C:6]=2[N:5]=[C:4]1[CH:12]([NH:25]C(=O)OC(C)(C)C)[CH2:13][C:14]1[CH:19]=[CH:18][C:17]([O:20][C:21]([F:24])([F:23])[F:22])=[CH:16][CH:15]=1.[ClH:33]. Product: [ClH:33].[ClH:33].[NH:3]1[C:7]2[CH:8]=[CH:9][CH:10]=[CH:11][C:6]=2[N:5]=[C:4]1[CH:12]([NH2:25])[CH2:13][C:14]1[CH:15]=[CH:16][C:17]([O:20][C:21]([F:22])([F:24])[F:23])=[CH:18][CH:19]=1. The catalyst class is: 135.